From a dataset of Full USPTO retrosynthesis dataset with 1.9M reactions from patents (1976-2016). Predict the reactants needed to synthesize the given product. (1) Given the product [F:22][C:2]([F:1])([F:21])[C:3]1[CH:8]=[CH:7][C:6]([S:9]([O:12][C:13]2[CH:18]=[CH:17][CH:16]=[CH:15][C:14]=2/[CH:19]=[N:32]/[NH:31][C:29](=[O:30])[CH2:28][C:26]2[N:25]=[CH:24][NH:23][CH:27]=2)(=[O:11])=[O:10])=[CH:5][CH:4]=1, predict the reactants needed to synthesize it. The reactants are: [F:1][C:2]([F:22])([F:21])[C:3]1[CH:8]=[CH:7][C:6]([S:9]([O:12][C:13]2[CH:18]=[CH:17][CH:16]=[CH:15][C:14]=2[CH:19]=O)(=[O:11])=[O:10])=[CH:5][CH:4]=1.[NH:23]1[CH:27]=[C:26]([CH2:28][C:29]([NH:31][NH2:32])=[O:30])[N:25]=[CH:24]1.Cl. (2) Given the product [Cl:17][C:2]([Cl:1])=[C:3]([C:7]1[CH:12]=[CH:11][C:10]([C:13]([F:16])([F:15])[F:14])=[CH:9][CH:8]=1)[C:4]([NH:47][CH2:46][CH2:45][CH2:44][O:43][C:42]1[C:48]([Cl:58])=[CH:49][C:50]([O:52][CH2:53][CH:54]=[C:55]([Cl:57])[Cl:56])=[CH:51][C:41]=1[Cl:40])=[O:6], predict the reactants needed to synthesize it. The reactants are: [Cl:1][C:2]([Cl:17])=[C:3]([C:7]1[CH:12]=[CH:11][C:10]([C:13]([F:16])([F:15])[F:14])=[CH:9][CH:8]=1)[C:4]([OH:6])=O.O=C1N(P(Cl)(N2CCOC2=O)=O)CCO1.C(N(CC)CC)C.[Cl:40][C:41]1[CH:51]=[C:50]([O:52][CH2:53][CH:54]=[C:55]([Cl:57])[Cl:56])[CH:49]=[C:48]([Cl:58])[C:42]=1[O:43][CH2:44][CH2:45][CH2:46][NH2:47]. (3) Given the product [CH3:8][O:9][C:10]([CH:12]1[CH2:21][N:20]([C:31]([O:30][CH2:22][C:23]2[CH:28]=[CH:27][CH:26]=[CH:25][CH:24]=2)=[O:32])[CH2:19][CH2:18][C:13]21[O:17][CH2:16][CH2:15][O:14]2)=[O:11], predict the reactants needed to synthesize it. The reactants are: C(N(CC)CC)C.[CH3:8][O:9][C:10]([CH:12]1[CH2:21][NH:20][CH2:19][CH2:18][C:13]21[O:17][CH2:16][CH2:15][O:14]2)=[O:11].[C:22]([O:30][C:31](Cl)=[O:32])(=O)[C:23]1[CH:28]=[CH:27][CH:26]=[CH:25][CH:24]=1. (4) Given the product [C:1]([O:5][CH2:6][CH:7]([CH2:12][CH3:13])[CH2:8][CH2:9][CH2:10][CH3:11])(=[O:4])[CH:2]=[CH2:3].[OH:14][CH2:15][CH2:16][NH:17][C:18](=[O:21])[CH:19]=[CH2:20].[C:22]([O:27][CH2:28][CH2:29][O:30][C:31](=[O:36])[CH2:32][C:33]([CH3:35])=[O:34])(=[O:26])[C:23]([CH3:25])=[CH2:24], predict the reactants needed to synthesize it. The reactants are: [C:1]([O:5][CH2:6][CH:7]([CH2:12][CH3:13])[CH2:8][CH2:9][CH2:10][CH3:11])(=[O:4])[CH:2]=[CH2:3].[OH:14][CH2:15][CH2:16][NH:17][C:18](=[O:21])[CH:19]=[CH2:20].[C:22]([O:27][CH2:28][CH2:29][O:30][C:31](=[O:36])[CH2:32][C:33]([CH3:35])=[O:34])(=[O:26])[C:23]([CH3:25])=[CH2:24].N(C(C)(C)C#N)=NC(C)(C)C#N. (5) Given the product [C:1]([C:3]1[S:7][C:6]([C:8]2[O:13][C:12](=[O:14])[C:11]([CH3:16])([CH3:15])[N:10]=2)=[CH:5][CH:4]=1)#[CH:2], predict the reactants needed to synthesize it. The reactants are: [C:1]([C:3]1[S:7][C:6]([C:8]([NH:10][C:11]([CH3:16])([CH3:15])[C:12]([OH:14])=[O:13])=O)=[CH:5][CH:4]=1)#[CH:2].